Dataset: Peptide-MHC class I binding affinity with 185,985 pairs from IEDB/IMGT. Task: Regression. Given a peptide amino acid sequence and an MHC pseudo amino acid sequence, predict their binding affinity value. This is MHC class I binding data. (1) The peptide sequence is LMKAPGTYH. The MHC is HLA-B35:01 with pseudo-sequence HLA-B35:01. The binding affinity (normalized) is 0.0847. (2) The peptide sequence is WQGPSAAAY. The MHC is HLA-A03:01 with pseudo-sequence HLA-A03:01. The binding affinity (normalized) is 0.0847. (3) The peptide sequence is LVKSGLTEV. The MHC is HLA-A02:02 with pseudo-sequence HLA-A02:02. The binding affinity (normalized) is 0.595. (4) The peptide sequence is IEVKFHPIL. The MHC is HLA-B40:01 with pseudo-sequence HLA-B40:01. The binding affinity (normalized) is 0.763. (5) The binding affinity (normalized) is 0. The MHC is HLA-A33:01 with pseudo-sequence HLA-A33:01. The peptide sequence is NMVSDTIMK. (6) The peptide sequence is YLLGLSAIM. The MHC is HLA-A02:01 with pseudo-sequence HLA-A02:01. The binding affinity (normalized) is 0.995. (7) The peptide sequence is HLDELTTTL. The MHC is HLA-B07:02 with pseudo-sequence HLA-B07:02. The binding affinity (normalized) is 0.213. (8) The peptide sequence is PLFKRGWRL. The MHC is HLA-B57:01 with pseudo-sequence HLA-B57:01. The binding affinity (normalized) is 0.0847. (9) The peptide sequence is KLIDVSKCI. The MHC is HLA-B27:03 with pseudo-sequence HLA-B27:03. The binding affinity (normalized) is 0.0847.